This data is from Peptide-MHC class I binding affinity with 185,985 pairs from IEDB/IMGT. The task is: Regression. Given a peptide amino acid sequence and an MHC pseudo amino acid sequence, predict their binding affinity value. This is MHC class I binding data. (1) The peptide sequence is TYIGSLPGK. The MHC is HLA-B58:01 with pseudo-sequence HLA-B58:01. The binding affinity (normalized) is 0.0847. (2) The peptide sequence is TWHYDEDNPY. The MHC is HLA-A30:02 with pseudo-sequence HLA-A30:02. The binding affinity (normalized) is 0.258. (3) The binding affinity (normalized) is 0.0847. The MHC is HLA-A26:01 with pseudo-sequence HLA-A26:01. The peptide sequence is MPMSMPIPM. (4) The peptide sequence is LFLAFVVFLL. The MHC is HLA-A30:02 with pseudo-sequence HLA-A30:02. The binding affinity (normalized) is 0.297. (5) The peptide sequence is ETVNFVPNY. The MHC is HLA-A02:12 with pseudo-sequence HLA-A02:12. The binding affinity (normalized) is 0.0847. (6) The peptide sequence is PPLISILMI. The MHC is HLA-B07:02 with pseudo-sequence HLA-B07:02. The binding affinity (normalized) is 0.178.